This data is from Catalyst prediction with 721,799 reactions and 888 catalyst types from USPTO. The task is: Predict which catalyst facilitates the given reaction. (1) Reactant: Cl.[NH2:2][C@H:3]([C:14]([O:16][CH3:17])=[O:15])[CH2:4][C:5]1[C:13]2[C:8](=[CH:9][CH:10]=[CH:11][CH:12]=2)[NH:7][CH:6]=1.C(N(CC)CC)C.[C:25]([O:28][C:29]1[CH:39]=[CH:38][C:32]([CH:33]=[CH:34][C:35](O)=[O:36])=[CH:31][CH:30]=1)(=[O:27])[CH3:26].CCN=C=NCCCN(C)C.Cl. Product: [C:25]([O:28][C:29]1[CH:39]=[CH:38][C:32]([CH:33]=[CH:34][C:35]([NH:2][C@H:3]([C:14]([O:16][CH3:17])=[O:15])[CH2:4][C:5]2[C:13]3[C:8](=[CH:9][CH:10]=[CH:11][CH:12]=3)[NH:7][CH:6]=2)=[O:36])=[CH:31][CH:30]=1)(=[O:27])[CH3:26]. The catalyst class is: 2. (2) Reactant: C([NH:5][C:6]([C:8]1[C:16]2[C:11](=[N:12][CH:13]=[C:14](C3C4C(=CC=C(OC(F)F)C=4)NN=3)[N:15]=2)[N:10](COCC[Si](C)(C)C)[CH:9]=1)=[O:7])(C)(C)C.BrCC1CC1.C(=O)([O-])[O-].[Cs+].[Cs+]. Product: [N:15]1[CH:14]=[CH:13][N:12]=[C:11]2[NH:10][CH:9]=[C:8]([C:6]([NH2:5])=[O:7])[C:16]=12. The catalyst class is: 3. (3) The catalyst class is: 379. Reactant: Cl[C:2]1[C:7]([CH:8]=[O:9])=[C:6]([N:10]2[CH2:21][C:20]3[N:19]4[C:14]([CH2:15][CH2:16][CH2:17][CH2:18]4)=[CH:13][C:12]=3[C:11]2=[O:22])[N:5]=[CH:4][CH:3]=1.[CH3:23][N:24]1[CH:29]=[C:28](B2OC(C)(C)C(C)(C)O2)[CH:27]=[C:26]([NH:39][C:40]2[CH:45]=[CH:44][C:43]([N:46]3[CH2:51][CH2:50][N:49]([CH:52]4[CH2:55][O:54][CH2:53]4)[CH2:48][C@@H:47]3[CH3:56])=[CH:42][N:41]=2)[C:25]1=[O:57].C([O-])(=O)C.[Na+].[O-]P([O-])([O-])=O.[K+].[K+].[K+]. Product: [CH3:23][N:24]1[C:25](=[O:57])[C:26]([NH:39][C:40]2[CH:45]=[CH:44][C:43]([N:46]3[CH2:51][CH2:50][N:49]([CH:52]4[CH2:53][O:54][CH2:55]4)[CH2:48][CH:47]3[CH3:56])=[CH:42][N:41]=2)=[CH:27][C:28]([C:2]2[C:7]([CH:8]=[O:9])=[C:6]([N:10]3[CH2:21][C:20]4[N:19]5[C:14]([CH2:15][CH2:16][CH2:17][CH2:18]5)=[CH:13][C:12]=4[C:11]3=[O:22])[N:5]=[CH:4][CH:3]=2)=[CH:29]1. (4) Reactant: [C:1]([O:5][C:6]([N:8]1[C:16]2[C:11](=[CH:12][CH:13]=[CH:14][C:15]=2[Cl:17])[CH:10]=[C:9]1B(O)O)=[O:7])([CH3:4])([CH3:3])[CH3:2].Br[C:22]1[CH:23]=[CH:24][C:25]([Cl:38])=[C:26]([S:28]([NH:31][CH:32]2[CH2:37][CH2:36][CH2:35][CH2:34][CH2:33]2)(=[O:30])=[O:29])[CH:27]=1.[F-].[Cs+]. Product: [C:1]([O:5][C:6]([N:8]1[C:16]2[C:11](=[CH:12][CH:13]=[CH:14][C:15]=2[Cl:17])[CH:10]=[C:9]1[C:22]1[CH:23]=[CH:24][C:25]([Cl:38])=[C:26]([S:28](=[O:29])(=[O:30])[NH:31][CH:32]2[CH2:37][CH2:36][CH2:35][CH2:34][CH2:33]2)[CH:27]=1)=[O:7])([CH3:4])([CH3:3])[CH3:2]. The catalyst class is: 117. (5) Reactant: [C:1]([O:4][C:5]1[CH:12]=[CH:11][CH:10]=[CH:9][C:6]=1[CH:7]=O)(=[O:3])[CH3:2].[O:13]([C:20]1[CH:26]=[CH:25][CH:24]=[CH:23][C:21]=1[NH2:22])[C:14]1[CH:19]=[CH:18][CH:17]=[CH:16][CH:15]=1.[BH4-].[Na+].[C:29](O)(=[O:31])[CH3:30]. Product: [C:29]([N:22]([CH2:7][C:6]1[CH:9]=[CH:10][CH:11]=[CH:12][C:5]=1[O:4][C:1](=[O:3])[CH3:2])[C:21]1[CH:23]=[CH:24][CH:25]=[CH:26][C:20]=1[O:13][C:14]1[CH:15]=[CH:16][CH:17]=[CH:18][CH:19]=1)(=[O:31])[CH3:30]. The catalyst class is: 5. (6) Reactant: C[O:2][C:3](=[O:38])[CH:4]([N:6]1[CH2:11][CH2:10][N:9]([C:12]2[CH:13]=[N:14][C:15]([NH:18][C:19]3[N:20]=[CH:21][C:22]4[CH:27]=[C:26]([C:28](=[O:32])[N:29]([CH3:31])[CH3:30])[N:25]([CH:33]5[CH2:37][CH2:36][CH2:35][CH2:34]5)[C:23]=4[N:24]=3)=[CH:16][CH:17]=2)[CH2:8][CH2:7]1)[CH3:5].[Li+].[OH-]. Product: [CH:33]1([N:25]2[C:23]3[N:24]=[C:19]([NH:18][C:15]4[N:14]=[CH:13][C:12]([N:9]5[CH2:8][CH2:7][N:6]([CH:4]([CH3:5])[C:3]([OH:38])=[O:2])[CH2:11][CH2:10]5)=[CH:17][CH:16]=4)[N:20]=[CH:21][C:22]=3[CH:27]=[C:26]2[C:28](=[O:32])[N:29]([CH3:31])[CH3:30])[CH2:34][CH2:35][CH2:36][CH2:37]1. The catalyst class is: 20. (7) Reactant: [CH2:1]1[C:3]2([CH2:9][CH2:8][CH2:7][CH2:6][C:5]([CH2:10][OH:11])=[CH:4]2)[CH2:2]1.[H][H]. Product: [CH2:1]1[C:3]2([CH2:9][CH2:8][CH2:7][CH2:6][CH:5]([CH2:10][OH:11])[CH2:4]2)[CH2:2]1. The catalyst class is: 810. (8) Reactant: [C:1]1([CH3:23])[CH:6]=[CH:5][CH:4]=[C:3]([CH2:7][C:8]([N:10]2[C@H:14]3[C:15]4[CH:16]=[CH:17][CH:18]=[CH:19][C:20]=4[CH2:21][C@H:13]3[O:12][C:11]2=[O:22])=[O:9])[CH:2]=1.C[Si]([N-][Si](C)(C)C)(C)C.[Na+].C1COCC1.C1(C)C=CC=CC=1.[Cl:46][C:47]1[CH:48]=[C:49]([C:54]2[N:58]([C:59]3[CH:64]=[CH:63][C:62]([O:65][CH3:66])=[CH:61][CH:60]=3)[N:57]=[C:56]([CH2:67]I)[CH:55]=2)[CH:50]=[CH:51][C:52]=1[Cl:53]. Product: [Cl:46][C:47]1[CH:48]=[C:49]([C:54]2[N:58]([C:59]3[CH:64]=[CH:63][C:62]([O:65][CH3:66])=[CH:61][CH:60]=3)[N:57]=[C:56]([CH2:67][C@@H:7]([C:3]3[CH:2]=[C:1]([CH3:23])[CH:6]=[CH:5][CH:4]=3)[C:8]([N:10]3[C@H:14]4[C:15]5[CH:16]=[CH:17][CH:18]=[CH:19][C:20]=5[CH2:21][C@H:13]4[O:12][C:11]3=[O:22])=[O:9])[CH:55]=2)[CH:50]=[CH:51][C:52]=1[Cl:53]. The catalyst class is: 1. (9) The catalyst class is: 2. Product: [Br:1][C:2]1[CH:13]=[N:12][C:5]2=[N:6][C:7]([N:16]3[CH2:19][CH:18]([N:20]([CH3:28])[C:21](=[O:27])[O:22][C:23]([CH3:24])([CH3:25])[CH3:26])[CH2:17]3)=[C:8]([Cl:10])[N:9]=[C:4]2[C:3]=1[CH3:14]. Reactant: [Br:1][C:2]1[CH:13]=[N:12][C:5]2=[N:6][C:7](Cl)=[C:8]([Cl:10])[N:9]=[C:4]2[C:3]=1[CH3:14].Cl.[NH:16]1[CH2:19][CH:18]([N:20]([CH3:28])[C:21](=[O:27])[O:22][C:23]([CH3:26])([CH3:25])[CH3:24])[CH2:17]1.